This data is from Peptide-MHC class I binding affinity with 185,985 pairs from IEDB/IMGT. The task is: Regression. Given a peptide amino acid sequence and an MHC pseudo amino acid sequence, predict their binding affinity value. This is MHC class I binding data. (1) The peptide sequence is LIQAKTKNFT. The MHC is HLA-A02:01 with pseudo-sequence HLA-A02:01. The binding affinity (normalized) is 0. (2) The peptide sequence is RLPKRSVML. The MHC is HLA-B08:01 with pseudo-sequence HLA-B08:01. The binding affinity (normalized) is 0.110. (3) The peptide sequence is SLRAEDTAVY. The MHC is HLA-A26:01 with pseudo-sequence HLA-A26:01. The binding affinity (normalized) is 0.398. (4) The peptide sequence is VVYHDDDNT. The MHC is HLA-A02:01 with pseudo-sequence HLA-A02:01. The binding affinity (normalized) is 0. (5) The peptide sequence is LLLLGLLLL. The MHC is HLA-A02:03 with pseudo-sequence HLA-A02:03. The binding affinity (normalized) is 0.223. (6) The peptide sequence is KTFDTEYPK. The MHC is HLA-A68:01 with pseudo-sequence HLA-A68:01. The binding affinity (normalized) is 0.570. (7) The peptide sequence is LPNPAFIHI. The MHC is H-2-Ld with pseudo-sequence H-2-Ld. The binding affinity (normalized) is 0.998. (8) The peptide sequence is DMSHLKVALY. The MHC is HLA-A31:01 with pseudo-sequence HLA-A31:01. The binding affinity (normalized) is 0.386. (9) The peptide sequence is SGLSRYVARL. The MHC is H-2-Dd with pseudo-sequence H-2-Dd. The binding affinity (normalized) is 0.0278.